From a dataset of Forward reaction prediction with 1.9M reactions from USPTO patents (1976-2016). Predict the product of the given reaction. Given the reactants O[C:2]([C:13]1[C:21]2[O:20][CH2:19][CH2:18][C:17]=2[C:16]([CH3:22])=[C:15]([NH:23][C:24](=O)[O:25]C(C)(C)C)[C:14]=1[CH3:31])([C:4]1[CH:9]=[CH:8][C:7]([CH:10]([CH3:12])[CH3:11])=[CH:6][CH:5]=1)[CH3:3].[C:32]([CH2:36]C(Cl)=O)([CH3:35])([CH3:34])[CH3:33], predict the reaction product. The product is: [CH:10]([C:7]1[CH:6]=[CH:5][C:4]([CH:2]([C:13]2[C:21]3[O:20][CH2:19][CH2:18][C:17]=3[C:16]([CH3:22])=[C:15]([NH:23][C:24](=[O:25])[CH2:33][C:32]([CH3:36])([CH3:35])[CH3:34])[C:14]=2[CH3:31])[CH3:3])=[CH:9][CH:8]=1)([CH3:12])[CH3:11].